From a dataset of Peptide-MHC class I binding affinity with 185,985 pairs from IEDB/IMGT. Regression. Given a peptide amino acid sequence and an MHC pseudo amino acid sequence, predict their binding affinity value. This is MHC class I binding data. (1) The peptide sequence is YLQQNWWTL. The MHC is HLA-A29:02 with pseudo-sequence HLA-A29:02. The binding affinity (normalized) is 0.0513. (2) The peptide sequence is ALWEIQQVV. The MHC is HLA-A01:01 with pseudo-sequence HLA-A01:01. The binding affinity (normalized) is 0.0847. (3) The peptide sequence is ALAFDSTRV. The MHC is HLA-A02:01 with pseudo-sequence HLA-A02:01. The binding affinity (normalized) is 0.402.